This data is from Full USPTO retrosynthesis dataset with 1.9M reactions from patents (1976-2016). The task is: Predict the reactants needed to synthesize the given product. (1) Given the product [CH3:21][C:15]1[CH:14]=[C:13]([C:10]2[N:9]=[C:8]([C:6]3[S:7][C:3]([CH2:1][CH3:2])=[CH:4][CH:5]=3)[O:12][N:11]=2)[CH:18]=[C:17]([CH3:19])[C:16]=1[O:20][CH2:22][CH:24]1[CH2:25][O:26]1, predict the reactants needed to synthesize it. The reactants are: [CH2:1]([C:3]1[S:7][C:6]([C:8]2[O:12][N:11]=[C:10]([C:13]3[CH:18]=[C:17]([CH3:19])[C:16]([OH:20])=[C:15]([CH3:21])[CH:14]=3)[N:9]=2)=[CH:5][CH:4]=1)[CH3:2].[CH2:22]([CH:24]1[O:26][CH2:25]1)Cl. (2) Given the product [N:33]1([S:30]([N:6]([CH2:5][C:4]([OH:39])=[O:3])[CH2:7][C:8]2[CH:13]=[CH:12][CH:11]=[C:10]([O:14][CH2:15][CH2:16][C:17]3[N:18]=[C:19]([C:23]4[CH:24]=[CH:25][C:26]([CH3:29])=[CH:27][CH:28]=4)[O:20][C:21]=3[CH3:22])[CH:9]=2)(=[O:31])=[O:32])[CH2:38][CH2:37][O:36][CH2:35][CH2:34]1, predict the reactants needed to synthesize it. The reactants are: C([O:3][C:4](=[O:39])[CH2:5][N:6]([S:30]([N:33]1[CH2:38][CH2:37][O:36][CH2:35][CH2:34]1)(=[O:32])=[O:31])[CH2:7][C:8]1[CH:13]=[CH:12][CH:11]=[C:10]([O:14][CH2:15][CH2:16][C:17]2[N:18]=[C:19]([C:23]3[CH:28]=[CH:27][C:26]([CH3:29])=[CH:25][CH:24]=3)[O:20][C:21]=2[CH3:22])[CH:9]=1)C.O.[OH-].[Li+]. (3) Given the product [F:1][C:2]([F:17])([F:16])[O:3][C:4]1[CH:9]=[CH:8][C:7]([C:10]2([CH:14]=[O:30])[CH2:13][CH2:12][CH2:11]2)=[CH:6][CH:5]=1, predict the reactants needed to synthesize it. The reactants are: [F:1][C:2]([F:17])([F:16])[O:3][C:4]1[CH:9]=[CH:8][C:7]([C:10]2([C:14]#N)[CH2:13][CH2:12][CH2:11]2)=[CH:6][CH:5]=1.[H-].C([Al+]CC(C)C)C(C)C.C(OCC)(=[O:30])C. (4) Given the product [Br:16][CH2:13][C:10]1[S:11][CH:12]=[C:8]([C:5]2[CH:6]=[CH:7][C:2]([Cl:1])=[CH:3][CH:4]=2)[N:9]=1, predict the reactants needed to synthesize it. The reactants are: [Cl:1][C:2]1[CH:7]=[CH:6][C:5]([C:8]2[N:9]=[C:10]([CH2:13]O)[S:11][CH:12]=2)=[CH:4][CH:3]=1.P(Br)(Br)[Br:16].O. (5) Given the product [CH2:12]([NH:11][S:8]([C:6]1[S:7][C:3]([CH2:2][NH:1][CH2:30][C:29]2[CH:28]=[CH:27][C:26]([C:25]([F:24])([F:34])[F:35])=[CH:33][CH:32]=2)=[CH:4][CH:5]=1)(=[O:9])=[O:10])[CH2:13][CH2:14][CH2:15][CH2:16][CH2:17][CH2:18][CH2:19][CH2:20][CH2:21][CH2:22][CH3:23], predict the reactants needed to synthesize it. The reactants are: [NH2:1][CH2:2][C:3]1[S:7][C:6]([S:8]([NH:11][CH2:12][CH2:13][CH2:14][CH2:15][CH2:16][CH2:17][CH2:18][CH2:19][CH2:20][CH2:21][CH2:22][CH3:23])(=[O:10])=[O:9])=[CH:5][CH:4]=1.[F:24][C:25]([F:35])([F:34])[C:26]1[CH:33]=[CH:32][C:29]([CH:30]=O)=[CH:28][CH:27]=1.[BH-](OC(C)=O)(OC(C)=O)OC(C)=O.[Na+].C([O-])(O)=O.[Na+]. (6) Given the product [N+:19]([C:16]1[CH:17]=[CH:18][C:13]([CH:4]([C:3]([O:10][CH3:11])=[O:9])[C:5]([O:7][CH3:8])=[O:6])=[N:14][CH:15]=1)([O-:21])=[O:20], predict the reactants needed to synthesize it. The reactants are: [H-].[Na+].[C:3]([O:10][CH3:11])(=[O:9])[CH2:4][C:5]([O:7][CH3:8])=[O:6].F[C:13]1[CH:18]=[CH:17][C:16]([N+:19]([O-:21])=[O:20])=[CH:15][N:14]=1.Cl.